Regression. Given two drug SMILES strings and cell line genomic features, predict the synergy score measuring deviation from expected non-interaction effect. From a dataset of NCI-60 drug combinations with 297,098 pairs across 59 cell lines. Drug 1: C1=C(C(=O)NC(=O)N1)F. Drug 2: C1=NC2=C(N=C(N=C2N1C3C(C(C(O3)CO)O)F)Cl)N. Cell line: HS 578T. Synergy scores: CSS=36.7, Synergy_ZIP=-2.17, Synergy_Bliss=-0.967, Synergy_Loewe=1.31, Synergy_HSA=1.96.